This data is from Reaction yield outcomes from USPTO patents with 853,638 reactions. The task is: Predict the reaction yield, written as a fraction of the theoretical maximum amount of product (1.0 means a 100% yield; for example, 0.34 means a 34% yield). (1) The reactants are Br[C:2]1[CH:11]=[N:10][CH:9]=[CH:8][C:3]=1[C:4]([O:6][CH3:7])=[O:5].[F:12][C:13]1[CH:20]=[CH:19][C:16]([CH2:17][NH2:18])=[CH:15][CH:14]=1.CC1(C)C2C(=C(P(C3C=CC=CC=3)C3C=CC=CC=3)C=CC=2)OC2C(P(C3C=CC=CC=3)C3C=CC=CC=3)=CC=CC1=2.C(=O)([O-])[O-].[Cs+].[Cs+]. The catalyst is O1CCOCC1.C1C=CC(/C=C/C(/C=C/C2C=CC=CC=2)=O)=CC=1.C1C=CC(/C=C/C(/C=C/C2C=CC=CC=2)=O)=CC=1.C1C=CC(/C=C/C(/C=C/C2C=CC=CC=2)=O)=CC=1.[Pd].[Pd]. The product is [F:12][C:13]1[CH:20]=[CH:19][C:16]([CH2:17][NH:18][C:2]2[CH:11]=[N:10][CH:9]=[CH:8][C:3]=2[C:4]([O:6][CH3:7])=[O:5])=[CH:15][CH:14]=1. The yield is 0.880. (2) The reactants are [NH2:1][C:2]1[CH:7]=[C:6]([Cl:8])[C:5]([Br:9])=[CH:4][C:3]=1[OH:10].[Yb+3].FC(F)(F)S([O-])(=O)=O.FC(F)(F)S([O-])(=O)=O.FC(F)(F)S([O-])(=O)=O.[C:36](OC)(OC)(OC)[CH3:37]. The catalyst is CCO. The product is [Br:9][C:5]1[C:6]([Cl:8])=[CH:7][C:2]2[N:1]=[C:36]([CH3:37])[O:10][C:3]=2[CH:4]=1. The yield is 0.802. (3) The reactants are C[O:2][C:3](=[O:23])[CH2:4][C:5]([NH:7][C:8]1[CH:13]=[CH:12][C:11]([NH:14][S:15]([CH3:18])(=[O:17])=[O:16])=[CH:10][C:9]=1[S:19](=[O:22])(=[O:21])[NH2:20])=O.[OH-].[Na+].Cl. No catalyst specified. The product is [CH3:18][S:15]([NH:14][C:11]1[CH:12]=[CH:13][C:8]2[NH:7][C:5]([CH2:4][C:3]([OH:2])=[O:23])=[N:20][S:19](=[O:22])(=[O:21])[C:9]=2[CH:10]=1)(=[O:17])=[O:16]. The yield is 0.870. (4) The reactants are [CH:1]1([C:5]2[CH:10]=[CH:9][C:8]([C:11]3[N:12]=[CH:13][C:14]([NH2:17])=[N:15][CH:16]=3)=[C:7]([F:18])[C:6]=2[O:19][CH2:20][CH:21]2[CH2:26][CH2:25][NH:24][CH2:23][CH2:22]2)[CH2:4][CH2:3][CH2:2]1.[CH3:27][S:28](Cl)(=[O:30])=[O:29]. The catalyst is N1C=CC=CC=1.C(Cl)Cl. The product is [CH:1]1([C:5]2[CH:10]=[CH:9][C:8]([C:11]3[N:12]=[CH:13][C:14]([NH2:17])=[N:15][CH:16]=3)=[C:7]([F:18])[C:6]=2[O:19][CH2:20][CH:21]2[CH2:22][CH2:23][N:24]([S:28]([CH3:27])(=[O:30])=[O:29])[CH2:25][CH2:26]2)[CH2:2][CH2:3][CH2:4]1. The yield is 0.100. (5) The reactants are Cl[C:2]1[CH:11]=[CH:10][C:9]2[C:4](=[CH:5][CH:6]=[C:7]([C:12]([F:15])([F:14])[F:13])[CH:8]=2)[N:3]=1.[OH-].[NH4+:17]. No catalyst specified. The product is [F:13][C:12]([F:15])([F:14])[C:7]1[CH:8]=[C:9]2[C:4](=[CH:5][CH:6]=1)[N:3]=[C:2]([NH2:17])[CH:11]=[CH:10]2. The yield is 0.380. (6) The reactants are [CH3:1][NH:2][CH2:3][C:4]1[C:12]2[C:7](=[CH:8][CH:9]=[CH:10][CH:11]=2)[N:6]([CH3:13])[CH:5]=1.CNCC1C=CC2C(=CC=CC=2)C=1CCC.Cl.[O:31]=[C:32]1[NH:45][C:35]2=[N:36][CH:37]=[C:38](/[CH:40]=[CH:41]/[C:42](O)=[O:43])[CH:39]=[C:34]2[O:33]1.Cl.CN1CC2C=C(/C=C/C(O)=O)C=NC=2NC(=O)C1. No catalyst specified. The product is [CH3:1][N:2]([CH2:3][C:4]1[C:12]2[C:7](=[CH:8][CH:9]=[CH:10][CH:11]=2)[N:6]([CH3:13])[CH:5]=1)[C:42](=[O:43])/[CH:41]=[CH:40]/[C:38]1[CH:39]=[C:34]2[O:33][C:32](=[O:31])[NH:45][C:35]2=[N:36][CH:37]=1. The yield is 0.230.